This data is from Full USPTO retrosynthesis dataset with 1.9M reactions from patents (1976-2016). The task is: Predict the reactants needed to synthesize the given product. (1) Given the product [CH2:53]([O:60][NH:61][C:44](=[O:46])[CH2:43][CH2:42][CH2:41][CH2:40][CH2:39][NH:38][C:12](=[O:13])[C@@H:11]([NH:15][C:16](=[O:29])[CH2:17][CH2:18][CH2:19][C:20]1[C:28]2[C:23](=[CH:24][CH:25]=[CH:26][CH:27]=2)[NH:22][CH:21]=1)[CH2:10][C:3]1[C:4]2[C:9](=[CH:8][CH:7]=[CH:6][CH:5]=2)[NH:1][CH:2]=1)[C:54]1[CH:59]=[CH:58][CH:57]=[CH:56][CH:55]=1, predict the reactants needed to synthesize it. The reactants are: [NH:1]1[C:9]2[C:4](=[CH:5][CH:6]=[CH:7][CH:8]=2)[C:3]([CH2:10][C@H:11]([NH:15][C:16](=[O:29])[CH2:17][CH2:18][CH2:19][C:20]2[C:28]3[C:23](=[CH:24][CH:25]=[CH:26][CH:27]=3)[NH:22][CH:21]=2)[C:12](O)=[O:13])=[CH:2]1.ON1C(=O)CCC1=O.[NH2:38][CH2:39][CH2:40][CH2:41][CH2:42][CH2:43][C:44]([OH:46])=O.C([O-])(O)=O.[Na+].Cl.[CH2:53]([O:60][NH2:61])[C:54]1[CH:59]=[CH:58][CH:57]=[CH:56][CH:55]=1.C(N(CC)CC)C. (2) Given the product [F:10][C:9]1[C:2]([CH:14]=[C:15]([CH3:20])[CH3:16])=[C:3]([C:6]([N+:11]([O-:13])=[O:12])=[CH:7][CH:8]=1)[C:4]#[N:5], predict the reactants needed to synthesize it. The reactants are: Br[C:2]1[C:9]([F:10])=[CH:8][CH:7]=[C:6]([N+:11]([O-:13])=[O:12])[C:3]=1[C:4]#[N:5].[CH3:14][C:15]([CH3:20])=[CH:16]B(O)O.[O-]P([O-])([O-])=O.[K+].[K+].[K+].C1(P(C2CCCCC2)C2C=CC=CC=2C2C(OC)=CC=CC=2OC)CCCCC1. (3) Given the product [C:21]([O:20][C:17]1([C:15]2[N:16]=[C:12]([CH2:11][O:10][Si:3]([C:6]([CH3:9])([CH3:7])[CH3:8])([CH3:5])[CH3:4])[O:13][CH:14]=2)[CH2:18][CH2:19]1)(=[O:26])[C:22]([CH3:25])([CH3:24])[CH3:23], predict the reactants needed to synthesize it. The reactants are: N#N.[Si:3]([O:10][CH2:11][C:12]1[O:13][CH:14]=[C:15]([C:17]2([OH:20])[CH2:19][CH2:18]2)[N:16]=1)([C:6]([CH3:9])([CH3:8])[CH3:7])([CH3:5])[CH3:4].[C:21](Cl)(=[O:26])[C:22]([CH3:25])([CH3:24])[CH3:23].[NH4+].[Cl-].